From a dataset of Catalyst prediction with 721,799 reactions and 888 catalyst types from USPTO. Predict which catalyst facilitates the given reaction. (1) Reactant: Br[C:2]1[S:6][C:5]([NH:7][C:8]([C:10]2([C:13]3[CH:18]=[CH:17][C:16]([O:19][CH3:20])=[CH:15][CH:14]=3)[CH2:12][CH2:11]2)=[O:9])=[N:4][CH:3]=1.[OH-].[K+].[Cl:23][C:24]1[CH:29]=[CH:28][CH:27]=[CH:26][C:25]=1[SH:30]. Product: [Cl:23][C:24]1[CH:29]=[CH:28][CH:27]=[CH:26][C:25]=1[S:30][C:2]1[S:6][C:5]([NH:7][C:8]([C:10]2([C:13]3[CH:18]=[CH:17][C:16]([O:19][CH3:20])=[CH:15][CH:14]=3)[CH2:12][CH2:11]2)=[O:9])=[N:4][CH:3]=1. The catalyst class is: 8. (2) Reactant: [C:1]([NH:4][C:5]1[CH:6]=[CH:7][C:8]([NH:18][CH2:19][CH:20]2[CH2:25][CH2:24][O:23][CH2:22][CH2:21]2)=[C:9]([NH:11][C:12](=O)[C:13]([CH3:16])([CH3:15])[CH3:14])[CH:10]=1)(=[O:3])[CH3:2]. The catalyst class is: 52. Product: [C:13]([C:12]1[N:18]([CH2:19][CH:20]2[CH2:25][CH2:24][O:23][CH2:22][CH2:21]2)[C:8]2[CH:7]=[CH:6][C:5]([NH:4][C:1](=[O:3])[CH3:2])=[CH:10][C:9]=2[N:11]=1)([CH3:16])([CH3:15])[CH3:14]. (3) Reactant: [CH3:1][C:2]1([CH3:14])[C:10]2[C:5](=[CH:6][C:7]([N+:11]([O-:13])=[O:12])=[CH:8][CH:9]=2)[NH:4][CH2:3]1.I[CH3:16]. Product: [CH3:16][N:4]1[C:5]2[C:10](=[CH:9][CH:8]=[C:7]([N+:11]([O-:13])=[O:12])[CH:6]=2)[C:2]([CH3:14])([CH3:1])[CH2:3]1. The catalyst class is: 9. (4) Reactant: [CH:1]([C:3]1[CH:4]=[C:5]([C:13]([O:15][CH3:16])=[O:14])[CH:6]=[C:7]([CH:12]=1)[C:8]([O:10][CH3:11])=[O:9])=[O:2].[N+:17]([CH3:20])([O-:19])=[O:18].C(N(CC)CC)C. Product: [OH:2][CH:1]([C:3]1[CH:12]=[C:7]([C:8]([O:10][CH3:11])=[O:9])[CH:6]=[C:5]([CH:4]=1)[C:13]([O:15][CH3:16])=[O:14])[CH2:20][N+:17]([O-:19])=[O:18]. The catalyst class is: 5. (5) Reactant: [CH:1]([C:3]1[S:7][C:6]([C@H:8]([NH:11][S:12]([C:15]2[CH:23]=[CH:22][C:18]3[N:19]=[CH:20][S:21][C:17]=3[CH:16]=2)(=[O:14])=[O:13])[CH2:9][OH:10])=[CH:5][CH:4]=1)=[O:2].N1C=CN=C1.[CH3:29][C:30]([Si:33](Cl)([CH3:35])[CH3:34])([CH3:32])[CH3:31]. Product: [Si:33]([O:10][CH2:9][C@@H:8]([NH:11][S:12]([C:15]1[CH:23]=[CH:22][C:18]2[N:19]=[CH:20][S:21][C:17]=2[CH:16]=1)(=[O:14])=[O:13])[C:6]1[S:7][C:3]([CH:1]=[O:2])=[CH:4][CH:5]=1)([C:30]([CH3:32])([CH3:31])[CH3:29])([CH3:35])[CH3:34]. The catalyst class is: 3.